This data is from Forward reaction prediction with 1.9M reactions from USPTO patents (1976-2016). The task is: Predict the product of the given reaction. (1) Given the reactants CCN(C(C)C)C(C)C.[OH:10][C:11]([CH3:17])([CH3:16])[CH2:12][C:13]([OH:15])=O.Cl.[NH2:19][C@H:20]([CH3:31])[C:21]([O:23][CH2:24][C:25]1[CH:30]=[CH:29][CH:28]=[CH:27][CH:26]=1)=[O:22].CN(C(ON1N=NC2C=CC=NC1=2)=[N+](C)C)C.F[P-](F)(F)(F)(F)F, predict the reaction product. The product is: [OH:10][C:11]([CH3:17])([CH3:16])[CH2:12][C:13]([NH:19][C@H:20]([CH3:31])[C:21]([O:23][CH2:24][C:25]1[CH:30]=[CH:29][CH:28]=[CH:27][CH:26]=1)=[O:22])=[O:15]. (2) Given the reactants [C:1]([O-:4])(O)=[O:2].[Na+].C1C=C(Cl)C=C(C(OO)=O)C=1.O=[C:18]1[CH:25]2[CH2:26][C:21]3([NH:28][C:29](=[O:31])[CH3:30])[CH2:22][CH:23]([CH2:27][CH:19]1[CH2:20]3)C2.S(=O)(=O)(O)[O-].[Na+], predict the reaction product. The product is: [O:2]=[C:1]1[CH:23]2[CH2:22][C:21]3([NH:28][C:29](=[O:31])[CH3:30])[CH2:20][CH:19]([CH2:18][CH:25]([CH2:26]3)[O:4]1)[CH2:27]2.